Dataset: Reaction yield outcomes from USPTO patents with 853,638 reactions. Task: Predict the reaction yield, written as a fraction of the theoretical maximum amount of product (1.0 means a 100% yield; for example, 0.34 means a 34% yield). (1) The catalyst is CO. The reactants are [CH:1]1([C:4]2[N:5]([CH2:29][C:30]3[CH:35]=[CH:34][C:33]([C:36]([F:39])([F:38])[F:37])=[CH:32][CH:31]=3)[C:6]([C:15]([NH:17][CH2:18][C:19]3[CH:28]=[CH:27][C:22]([C:23]([O:25]C)=[O:24])=[CH:21][CH:20]=3)=[O:16])=[C:7]([C:9]#[C:10][C:11]([OH:14])([CH3:13])[CH3:12])[N:8]=2)[CH2:3][CH2:2]1.C1COCC1.[OH-].[Na+].Cl. The product is [CH:1]1([C:4]2[N:5]([CH2:29][C:30]3[CH:35]=[CH:34][C:33]([C:36]([F:38])([F:39])[F:37])=[CH:32][CH:31]=3)[C:6]([C:15]([NH:17][CH2:18][C:19]3[CH:20]=[CH:21][C:22]([C:23]([OH:25])=[O:24])=[CH:27][CH:28]=3)=[O:16])=[C:7]([C:9]#[C:10][C:11]([OH:14])([CH3:12])[CH3:13])[N:8]=2)[CH2:3][CH2:2]1. The yield is 1.00. (2) The reactants are Cl[C:2]1[C:7]([C:8]([O:10][CH2:11][CH3:12])=[O:9])=[CH:6][N:5]=[C:4]([S:13][CH3:14])[N:3]=1.CC[N:17](CC)CC.N.O. The catalyst is C1COCC1. The product is [NH2:17][C:2]1[C:7]([C:8]([O:10][CH2:11][CH3:12])=[O:9])=[CH:6][N:5]=[C:4]([S:13][CH3:14])[N:3]=1. The yield is 0.970. (3) The yield is 0.720. The product is [F:2][C:3]1[C:4]([OH:18])=[N:5][C:6]([C:9]2[CH:10]=[N:11][N:12]3[CH:17]=[CH:16][N:15]=[CH:14][C:13]=23)=[N:7][CH:8]=1. No catalyst specified. The reactants are Cl.[F:2][C:3]1[C:4]([O:18]C)=[N:5][C:6]([C:9]2[CH:10]=[N:11][N:12]3[CH:17]=[CH:16][N:15]=[CH:14][C:13]=23)=[N:7][CH:8]=1.[OH-].[Na+]. (4) The reactants are [F:1][C:2]1[CH:9]=[CH:8][C:5]([CH:6]=O)=[CH:4][CH:3]=1.C(O)(=O)[CH2:11][C:12]([OH:14])=[O:13].N1CCCCC1.N1C=CC=CC=1.Cl. The product is [F:1][C:2]1[CH:9]=[CH:8][C:5]([CH:6]=[CH:11][C:12]([OH:14])=[O:13])=[CH:4][CH:3]=1. The yield is 0.900. No catalyst specified. (5) The reactants are [CH3:1][C:2]1[CH:3]=[CH:4][CH:5]=[C:6]2[C:11]=1[C:10](=[O:12])[N:9]([C:13]1[CH:18]=[CH:17][CH:16]=[CH:15][C:14]=1[CH3:19])[C:8]([CH:20]=[O:21])=[CH:7]2.O.[CH2:23]1COCC1. No catalyst specified. The product is [OH:21][CH:20]([C:8]1[N:9]([C:13]2[CH:18]=[CH:17][CH:16]=[CH:15][C:14]=2[CH3:19])[C:10](=[O:12])[C:11]2[C:6]([CH:7]=1)=[CH:5][CH:4]=[CH:3][C:2]=2[CH3:1])[CH3:23]. The yield is 0.710. (6) The reactants are [F:1][C:2]([F:21])([F:20])[C:3]1[CH:4]=[CH:5][C:6]2[O:10][CH:9]([CH2:11][NH:12][C:13]([C:15]([O:17][Li])=O)=[O:14])[CH2:8][C:7]=2[CH:19]=1.CCN=C=NCCCN(C)C.Cl.C1C=CC2N(O)N=NC=2C=1.C(N(CC)CC)C.[NH2:51][CH2:52][CH2:53][O:54][CH:55]1[CH2:60][CH2:59][CH:58]([NH:61][C:62]2[CH:67]=[CH:66][C:65]([N+:68]([O-:70])=[O:69])=[C:64]([C:71]([F:74])([F:73])[F:72])[CH:63]=2)[CH2:57][CH2:56]1. The catalyst is CN(C)C=O.O. The product is [N+:68]([C:65]1[CH:66]=[CH:67][C:62]([NH:61][CH:58]2[CH2:57][CH2:56][CH:55]([O:54][CH2:53][CH2:52][NH:51][C:15](=[O:17])[C:13]([NH:12][CH2:11][CH:9]3[CH2:8][C:7]4[CH:19]=[C:3]([C:2]([F:1])([F:21])[F:20])[CH:4]=[CH:5][C:6]=4[O:10]3)=[O:14])[CH2:60][CH2:59]2)=[CH:63][C:64]=1[C:71]([F:72])([F:73])[F:74])([O-:70])=[O:69]. The yield is 0.290. (7) The reactants are [NH2:1][C:2]1[S:3][CH:4]=[CH:5][N:6]=1.[CH3:7][O:8][CH2:9][CH2:10][Br:11]. No catalyst specified. The product is [BrH:11].[CH3:7][O:8][CH2:9][CH2:10][N:6]1[CH:5]=[CH:4][S:3][C:2]1=[NH:1]. The yield is 0.720. (8) The reactants are Br[C:2]1[CH:7]=[CH:6][CH:5]=[CH:4][C:3]=1[CH2:8][C:9]1[S:13][C:12]([NH2:14])=[N:11][N:10]=1.C([O-])([O-])=O.[Na+].[Na+].[Cl:21][C:22]1[CH:27]=[CH:26][CH:25]=[CH:24][C:23]=1B(O)O. The catalyst is COCCOC.C1C=CC([P]([Pd]([P](C2C=CC=CC=2)(C2C=CC=CC=2)C2C=CC=CC=2)([P](C2C=CC=CC=2)(C2C=CC=CC=2)C2C=CC=CC=2)[P](C2C=CC=CC=2)(C2C=CC=CC=2)C2C=CC=CC=2)(C2C=CC=CC=2)C2C=CC=CC=2)=CC=1. The product is [Cl:21][C:22]1[CH:27]=[CH:26][CH:25]=[CH:24][C:23]=1[C:2]1[CH:7]=[CH:6][CH:5]=[CH:4][C:3]=1[CH2:8][C:9]1[S:13][C:12]([NH2:14])=[N:11][N:10]=1. The yield is 0.240. (9) The reactants are [F:1][C:2]1[CH:3]=[C:4]2[C:8](=[CH:9][CH:10]=1)[NH:7][C:6](=[O:11])[C:5]2=[CH:12][C:13]1[CH:14]=[C:15]([CH:29]=[CH:30][CH:31]=1)[C:16]([NH:18][CH2:19][CH2:20][CH2:21][CH2:22][CH2:23][CH2:24][CH2:25][C:26]([OH:28])=O)=[O:17].Cl.C(N=C=NCCCN(C)C)C.OC1C2N=NNC=2C=CC=1.C(N(CC)CC)C.[F:61][C:62]1[CH:67]=[CH:66][C:65]([NH2:68])=[C:64]([NH2:69])[CH:63]=1. The catalyst is [Cl-].[Na+].O.CN(C=O)C. The yield is 0.820. The product is [F:1][C:2]1[CH:3]=[C:4]2[C:8](=[CH:9][CH:10]=1)[NH:7][C:6](=[O:11])[C:5]2=[CH:12][C:13]1[CH:14]=[C:15]([CH:29]=[CH:30][CH:31]=1)[C:16]([NH:18][CH2:19][CH2:20][CH2:21][CH2:22][CH2:23][CH2:24][CH2:25][C:26]([NH:68][C:65]1[CH:66]=[CH:67][C:62]([F:61])=[CH:63][C:64]=1[NH2:69])=[O:28])=[O:17]. (10) The reactants are [Br:1][C:2]1[C:3]([F:10])=[CH:4][C:5]([Cl:9])=[C:6]([OH:8])[CH:7]=1.CI.[C:13](=O)([O-])[O-].[K+].[K+].O. The catalyst is CN(C=O)C. The product is [Br:1][C:2]1[C:3]([F:10])=[CH:4][C:5]([Cl:9])=[C:6]([O:8][CH3:13])[CH:7]=1. The yield is 0.900.